From a dataset of Reaction yield outcomes from USPTO patents with 853,638 reactions. Predict the reaction yield, written as a fraction of the theoretical maximum amount of product (1.0 means a 100% yield; for example, 0.34 means a 34% yield). (1) The reactants are [Br:1][C:2]1[N:7]=[C:6]([O:8][CH3:9])[C:5](I)=[CH:4][CH:3]=1.C([Li])CCC.CN(C)[C:18](=[O:20])[CH3:19].O. The catalyst is C(OCC)C.C(OCC)(=O)C. The product is [Br:1][C:2]1[N:7]=[C:6]([O:8][CH3:9])[C:5]([C:18](=[O:20])[CH3:19])=[CH:4][CH:3]=1. The yield is 0.780. (2) The reactants are [Br:1][C:2]1[CH:7]=[CH:6][C:5]([NH:8][C:9]2[C:10]([CH2:25][OH:26])=[CH:11][C:12]3[N:16]([CH2:17][CH2:18][S:19]([CH3:22])(=[O:21])=[O:20])[CH:15]=[N:14][C:13]=3[C:23]=2[F:24])=[C:4]([Cl:27])[CH:3]=1.CC(C)=O. The catalyst is C1COCC1.O=[Mn]=O. The product is [Br:1][C:2]1[CH:7]=[CH:6][C:5]([NH:8][C:9]2[C:10]([CH:25]=[O:26])=[CH:11][C:12]3[N:16]([CH2:17][CH2:18][S:19]([CH3:22])(=[O:21])=[O:20])[CH:15]=[N:14][C:13]=3[C:23]=2[F:24])=[C:4]([Cl:27])[CH:3]=1. The yield is 0.820.